This data is from Full USPTO retrosynthesis dataset with 1.9M reactions from patents (1976-2016). The task is: Predict the reactants needed to synthesize the given product. (1) Given the product [ClH:16].[ClH:45].[Cl:16][C:13]1[CH:14]=[CH:15][C:10]([NH:9][C:7](=[O:8])[C:6]2[CH:17]=[C:2]([NH:1][S:42]([CH3:41])(=[O:44])=[O:43])[CH:3]=[CH:4][C:5]=2[NH:18][CH2:19][CH:20]2[CH2:21][CH2:22][N:23]([C:26]3[CH:27]=[CH:28][N:29]=[CH:30][CH:31]=3)[CH2:24][CH2:25]2)=[N:11][CH:12]=1, predict the reactants needed to synthesize it. The reactants are: [NH2:1][C:2]1[CH:3]=[CH:4][C:5]([NH:18][CH2:19][CH:20]2[CH2:25][CH2:24][N:23]([C:26]3[CH:31]=[CH:30][N:29]=[CH:28][CH:27]=3)[CH2:22][CH2:21]2)=[C:6]([CH:17]=1)[C:7]([NH:9][C:10]1[CH:15]=[CH:14][C:13]([Cl:16])=[CH:12][N:11]=1)=[O:8].C(N(C(C)C)CC)(C)C.[CH3:41][S:42]([Cl:45])(=[O:44])=[O:43]. (2) The reactants are: Br[C:2]1[N:3]=[C:4]([NH:9][CH2:10][C:11]2[C:16]([Cl:17])=[CH:15][CH:14]=[CH:13][C:12]=2[Cl:18])[C:5]([NH2:8])=[N:6][CH:7]=1.C[O:20][C:21](=[O:37])[CH2:22][N:23]1[CH:27]=[C:26](B2OC(C)(C)C(C)(C)O2)[CH:25]=[N:24]1.C([O-])([O-])=O.[Na+].[Na+]. Given the product [NH2:8][C:5]1[N:6]=[CH:7][C:2]([C:26]2[CH:25]=[N:24][N:23]([CH2:22][C:21]([OH:37])=[O:20])[CH:27]=2)=[N:3][C:4]=1[NH:9][CH2:10][C:11]1[C:16]([Cl:17])=[CH:15][CH:14]=[CH:13][C:12]=1[Cl:18], predict the reactants needed to synthesize it. (3) Given the product [C:28]([C:24]1[CH:23]=[C:22]([CH:27]=[CH:26][CH:25]=1)[CH2:21][NH:20][CH2:19][CH:2]([OH:1])[CH:3]([NH:11][C:12](=[O:18])[O:13][C:14]([CH3:17])([CH3:16])[CH3:15])[CH2:4][C:5]1[CH:6]=[CH:7][CH:8]=[CH:9][CH:10]=1)#[CH:29], predict the reactants needed to synthesize it. The reactants are: [OH:1][CH:2]([CH2:19][NH:20][CH2:21][C:22]1[CH:27]=[CH:26][CH:25]=[C:24]([C:28]#[C:29][Si](C)(C)C)[CH:23]=1)[CH:3]([NH:11][C:12](=[O:18])[O:13][C:14]([CH3:17])([CH3:16])[CH3:15])[CH2:4][C:5]1[CH:10]=[CH:9][CH:8]=[CH:7][CH:6]=1.C([O-])([O-])=O.[K+].[K+]. (4) Given the product [Cl:1][C:2]1[CH:7]=[C:6]([O:43][CH3:31])[N:5]=[C:4]([S:9][CH2:10][C:11]2[CH:16]=[CH:15][CH:14]=[C:13]([F:17])[C:12]=2[F:18])[N:3]=1, predict the reactants needed to synthesize it. The reactants are: [Cl:1][C:2]1[CH:7]=[C:6](Cl)[N:5]=[C:4]([S:9][CH2:10][C:11]2[CH:16]=[CH:15][CH:14]=[C:13]([F:17])[C:12]=2[F:18])[N:3]=1.FC1C(F)=CC=CC=1CSC1N=C(NS(N2CCC2)(=O)=O)C=[C:31]([O:43]C(CO)CO)N=1.[H-].[Na+].O. (5) Given the product [CH3:1][O:2][C:3]1[CH:8]=[CH:7][C:6]([C:9]2[C:14]([C:15]3[CH:16]=[CH:17][C:18]([O:21][CH3:22])=[CH:19][CH:20]=3)=[N:13][N:12]([CH2:23][CH2:24][N:28]3[CH2:33][CH2:32][O:31][CH2:30][CH2:29]3)[C:11](=[O:26])[CH:10]=2)=[CH:5][CH:4]=1, predict the reactants needed to synthesize it. The reactants are: [CH3:1][O:2][C:3]1[CH:8]=[CH:7][C:6]([C:9]2[C:14]([C:15]3[CH:20]=[CH:19][C:18]([O:21][CH3:22])=[CH:17][CH:16]=3)=[N:13][N:12]([CH2:23][CH2:24]O)[C:11](=[O:26])[CH:10]=2)=[CH:5][CH:4]=1.[Cl-].[NH:28]1[CH2:33][CH2:32][O:31][CH2:30][CH2:29]1. (6) The reactants are: [NH2:1][C:2]1[CH:3]=[CH:4][C:5]([Cl:34])=[C:6]([C:8]([N:10]2[CH2:15][CH2:14][CH:13]([N:16]3[C:20](=[O:21])[C:19]([CH3:23])([CH3:22])[C:18]([C:24]4[CH:29]=[CH:28][C:27]([O:30][CH3:31])=[C:26]([O:32][CH3:33])[CH:25]=4)=[N:17]3)[CH2:12][CH2:11]2)=[O:9])[CH:7]=1.[C:35](Cl)(=[O:37])[CH3:36]. Given the product [Cl:34][C:5]1[CH:4]=[CH:3][C:2]([NH:1][C:35](=[O:37])[CH3:36])=[CH:7][C:6]=1[C:8]([N:10]1[CH2:11][CH2:12][CH:13]([N:16]2[C:20](=[O:21])[C:19]([CH3:23])([CH3:22])[C:18]([C:24]3[CH:29]=[CH:28][C:27]([O:30][CH3:31])=[C:26]([O:32][CH3:33])[CH:25]=3)=[N:17]2)[CH2:14][CH2:15]1)=[O:9], predict the reactants needed to synthesize it. (7) Given the product [CH2:27]([O:26][C:24](=[O:25])[CH2:23][C:21]1[CH:20]=[CH:19][C:18]([O:29][CH3:30])=[C:17]([O:16][C:15]2[CH:14]=[CH:13][C:9]([C:10](=[O:11])[NH:36][CH2:31][C:32]([CH3:35])([CH3:34])[CH3:33])=[CH:8][C:7]=2[CH2:6][S:5][C:1]([CH3:3])([CH3:2])[CH3:4])[CH:22]=1)[CH3:28], predict the reactants needed to synthesize it. The reactants are: [C:1]([S:5][CH2:6][C:7]1[CH:8]=[C:9]([CH:13]=[CH:14][C:15]=1[O:16][C:17]1[CH:22]=[C:21]([CH2:23][C:24]([O:26][CH2:27][CH3:28])=[O:25])[CH:20]=[CH:19][C:18]=1[O:29][CH3:30])[C:10](O)=[O:11])([CH3:4])([CH3:3])[CH3:2].[CH2:31]([NH2:36])[C:32]([CH3:35])([CH3:34])[CH3:33].